Dataset: Full USPTO retrosynthesis dataset with 1.9M reactions from patents (1976-2016). Task: Predict the reactants needed to synthesize the given product. (1) Given the product [C:28]([OH:35])(=[O:34])/[CH:29]=[CH:30]\[C:31]([OH:33])=[O:32].[CH2:1]([O:3][C:4]([C@@H:6]([NH:15][C@H:16]([C:18]([N:20]1[CH2:27][CH2:26][CH2:25][C@H:21]1[C:22]([OH:24])=[O:23])=[O:19])[CH3:17])[CH2:7][CH2:8][C:9]1[CH:14]=[CH:13][CH:12]=[CH:11][CH:10]=1)=[O:5])[CH3:2], predict the reactants needed to synthesize it. The reactants are: [CH2:1]([O:3][C:4]([C@@H:6]([NH:15][C@H:16]([C:18]([N:20]1[CH2:27][CH2:26][CH2:25][C@H:21]1[C:22]([OH:24])=[O:23])=[O:19])[CH3:17])[CH2:7][CH2:8][C:9]1[CH:14]=[CH:13][CH:12]=[CH:11][CH:10]=1)=[O:5])[CH3:2].[C:28]([OH:35])(=[O:34])/[CH:29]=[CH:30]\[C:31]([OH:33])=[O:32]. (2) Given the product [Br:19][CH2:1][C:2]1[O:6][C:5]([C:7]([O:9][CH2:10][CH3:11])=[O:8])=[N:4][CH:3]=1, predict the reactants needed to synthesize it. The reactants are: [CH3:1][C:2]1[O:6][C:5]([C:7]([O:9][CH2:10][CH3:11])=[O:8])=[N:4][CH:3]=1.C1C(=O)N([Br:19])C(=O)C1.C(OOC(=O)C1C=CC=CC=1)(=O)C1C=CC=CC=1. (3) Given the product [Cl:21][C:15]1[CH:14]=[C:13]([C:6]2[CH:7]=[CH:8][C:3]([C:1]#[N:2])=[CH:4][CH:5]=2)[CH:18]=[C:17]([F:19])[C:16]=1[OH:20], predict the reactants needed to synthesize it. The reactants are: [C:1]([C:3]1[CH:8]=[CH:7][C:6](B(O)O)=[CH:5][CH:4]=1)#[N:2].Br[C:13]1[CH:18]=[C:17]([F:19])[C:16]([OH:20])=[C:15]([Cl:21])[CH:14]=1.